This data is from Catalyst prediction with 721,799 reactions and 888 catalyst types from USPTO. The task is: Predict which catalyst facilitates the given reaction. (1) Reactant: [Cl:1][C:2]1[CH:7]=[CH:6][C:5]([C:8]([NH2:20])([C:10]([C:13]2[CH:18]=[CH:17][C:16]([Cl:19])=[CH:15][CH:14]=2)([NH2:12])[CH3:11])[CH3:9])=[CH:4][CH:3]=1.C(N(CC)CC)C.[C:28]([C:32]1[CH:40]=[CH:39][C:35]([C:36](Cl)=[O:37])=[C:34]([O:41][CH2:42][CH3:43])[CH:33]=1)([CH3:31])([CH3:30])[CH3:29].C(C1C=CC(C(O)=O)=C(OCC)C=1)(C)(C)C.C(Cl)(=O)C(Cl)=O. Product: [NH2:12][C:10]([C:13]1[CH:14]=[CH:15][C:16]([Cl:19])=[CH:17][CH:18]=1)([CH3:11])[C:8]([NH:20][C:36](=[O:37])[C:35]1[CH:39]=[CH:40][C:32]([C:28]([CH3:29])([CH3:30])[CH3:31])=[CH:33][C:34]=1[O:41][CH2:42][CH3:43])([C:5]1[CH:4]=[CH:3][C:2]([Cl:1])=[CH:7][CH:6]=1)[CH3:9]. The catalyst class is: 4. (2) Reactant: CC(O)=O.[O:5]1[CH2:10][CH2:9][CH:8]([CH:11]=O)[CH2:7][CH2:6]1.[NH2:13][C:14]1[CH:15]=[C:16]([C@H:20]([OH:24])[CH2:21][C:22]#[N:23])[CH:17]=[CH:18][CH:19]=1.[BH-](OC(C)=O)(OC(C)=O)OC(C)=O.[Na+]. Product: [OH:24][C@@H:20]([C:16]1[CH:17]=[CH:18][CH:19]=[C:14]([NH:13][CH2:11][CH:8]2[CH2:7][CH2:6][O:5][CH2:10][CH2:9]2)[CH:15]=1)[CH2:21][C:22]#[N:23]. The catalyst class is: 326. (3) Reactant: [H-].[Na+].[Si:3]([O:10][CH2:11][CH2:12][CH2:13][NH:14][C:15]1[C:22]([F:23])=[CH:21][C:18]([C:19]#[N:20])=[C:17]([Cl:24])[N:16]=1)([C:6]([CH3:9])([CH3:8])[CH3:7])([CH3:5])[CH3:4].[CH3:25]I. Product: [Si:3]([O:10][CH2:11][CH2:12][CH2:13][N:14]([CH3:25])[C:15]1[C:22]([F:23])=[CH:21][C:18]([C:19]#[N:20])=[C:17]([Cl:24])[N:16]=1)([C:6]([CH3:8])([CH3:9])[CH3:7])([CH3:5])[CH3:4]. The catalyst class is: 3. (4) Reactant: [NH2:1][C@H:2]([C:10]([OH:12])=[O:11])[CH2:3][CH2:4][CH2:5][NH:6][C:7](=[NH:9])[NH2:8].[CH2:13]([O:15][C@@H:16]([CH2:20][C:21]1[CH:26]=[CH:25][C:24]([O:27][CH2:28][CH2:29][N:30]2[C:43]3[CH:42]=[CH:41][CH:40]=[CH:39][C:38]=3[O:37][C:36]3[C:31]2=[CH:32][CH:33]=[CH:34][CH:35]=3)=[CH:23][CH:22]=1)[C:17]([OH:19])=[O:18])[CH3:14]. Product: [NH2:1][C@H:2]([C:10]([OH:12])=[O:11])[CH2:3][CH2:4][CH2:5][NH:6][C:7](=[NH:8])[NH2:9].[CH2:13]([O:15][C@@H:16]([CH2:20][C:21]1[CH:22]=[CH:23][C:24]([O:27][CH2:28][CH2:29][N:30]2[C:43]3[CH:42]=[CH:41][CH:40]=[CH:39][C:38]=3[O:37][C:36]3[C:31]2=[CH:32][CH:33]=[CH:34][CH:35]=3)=[CH:25][CH:26]=1)[C:17]([O-:19])=[O:18])[CH3:14]. The catalyst class is: 6. (5) Reactant: [CH3:1][O:2][C:3](Cl)=[O:4].[Cl:6][C:7]1[C:8]([F:33])=[C:9]([CH:30]=[CH:31][CH:32]=1)[NH:10][C:11]1[C:20]2[C:15](=[CH:16][C:17]([O:28][CH3:29])=[C:18]([O:21][CH:22]3[CH2:27][CH2:26][NH:25][CH2:24][CH2:23]3)[CH:19]=2)[N:14]=[CH:13][N:12]=1.C(N(C(C)C)CC)(C)C. Product: [Cl:6][C:7]1[C:8]([F:33])=[C:9]([CH:30]=[CH:31][CH:32]=1)[NH:10][C:11]1[C:20]2[C:15](=[CH:16][C:17]([O:28][CH3:29])=[C:18]([O:21][CH:22]3[CH2:27][CH2:26][N:25]([C:3]([O:2][CH3:1])=[O:4])[CH2:24][CH2:23]3)[CH:19]=2)[N:14]=[CH:13][N:12]=1. The catalyst class is: 4. (6) Reactant: [CH3:1][O:2][C:3](=[O:24])[C:4]1[CH:9]=[CH:8][C:7]([O:10][CH3:11])=[C:6]([NH:12][C:13](=[N:22]Cl)[C:14]2[CH:19]=[CH:18][C:17]([Cl:20])=[CH:16][C:15]=2[Cl:21])[CH:5]=1.C([O-])(O)=O.[Na+]. Product: [CH3:1][O:2][C:3]([C:4]1[C:5]2[N:22]=[C:13]([C:14]3[CH:19]=[CH:18][C:17]([Cl:20])=[CH:16][C:15]=3[Cl:21])[NH:12][C:6]=2[C:7]([O:10][CH3:11])=[CH:8][CH:9]=1)=[O:24]. The catalyst class is: 5. (7) Reactant: C(O[C:4]([C:6]1([CH2:19][CH2:20]OC)[CH2:11][CH2:10][N:9]([C:12](=[O:18])[CH2:13][C:14]([CH3:17])([CH3:16])[CH3:15])[CH2:8][CH2:7]1)=[O:5])C.[Cl-].C[Al+]C.[CH2:27]([C:29]1[CH:35]=[CH:34][C:32]([NH2:33])=[CH:31][CH:30]=1)[CH3:28]. Product: [CH3:17][C:14]([CH3:15])([CH3:16])[CH2:13][C:12]([N:9]1[CH2:8][CH2:7][C:6]2([C:4](=[O:5])[N:33]([C:32]3[CH:34]=[CH:35][C:29]([CH2:27][CH3:28])=[CH:30][CH:31]=3)[CH2:20][CH2:19]2)[CH2:11][CH2:10]1)=[O:18]. The catalyst class is: 194. (8) Reactant: [Br:1][C:2]1[N:6]2[CH2:7][CH2:8][N:9]([C:11]([O:13][C:14]([CH3:17])([CH3:16])[CH3:15])=[O:12])[CH2:10][C:5]2=[C:4]([C:18]([OH:20])=O)[N:3]=1.[CH3:21][NH:22][C:23](=[O:30])[C@H:24]([CH2:26][CH:27]([CH3:29])[CH3:28])[NH2:25].CCN(C(C)C)C(C)C.CN(C(ON1N=NC2C=CC=CC1=2)=[N+](C)C)C.[B-](F)(F)(F)F. Product: [Br:1][C:2]1[N:6]2[CH2:7][CH2:8][N:9]([C:11]([O:13][C:14]([CH3:15])([CH3:16])[CH3:17])=[O:12])[CH2:10][C:5]2=[C:4]([C:18](=[O:20])[NH:25][C@@H:24]([CH2:26][CH:27]([CH3:29])[CH3:28])[C:23]([NH:22][CH3:21])=[O:30])[N:3]=1. The catalyst class is: 3. (9) Reactant: Cl.C([N:9]1[CH2:14][CH2:13][C:12](=[O:15])[CH:11]([C:16]([O:18][CH2:19][CH3:20])=[O:17])[CH2:10]1)C1C=CC=CC=1.C(N(CC)CC)C.Cl[C:29]([O:31][CH2:32][C:33]1[CH:38]=[CH:37][CH:36]=[CH:35][CH:34]=1)=[O:30]. Product: [CH2:19]([O:18][C:16]([CH:11]1[C:12](=[O:15])[CH2:13][CH2:14][N:9]([C:29]([O:31][CH2:32][C:33]2[CH:38]=[CH:37][CH:36]=[CH:35][CH:34]=2)=[O:30])[CH2:10]1)=[O:17])[CH3:20]. The catalyst class is: 293. (10) Reactant: [Cl:1][C:2]1[CH:3]=[CH:4][C:5]([CH2:8][O:9][C:10]2[CH:15]=[CH:14][NH:13][C:12](=[O:16])[CH:11]=2)=[N:6][CH:7]=1.Br[C:18]1[CH:19]=[CH:20][C:21]([N:24]2[CH2:28][CH2:27][CH:26]([NH:29][CH2:30][CH3:31])[CH2:25]2)=[N:22][CH:23]=1.[C@@H]1(N)CCCC[C@H]1N.C([O-])([O-])=O.[K+].[K+]. Product: [Cl:1][C:2]1[CH:3]=[CH:4][C:5]([CH2:8][O:9][C:10]2[CH:15]=[CH:14][N:13]([C:18]3[CH:23]=[N:22][C:21]([N:24]4[CH2:28][CH2:27][CH:26]([NH:29][CH2:30][CH3:31])[CH2:25]4)=[CH:20][CH:19]=3)[C:12](=[O:16])[CH:11]=2)=[N:6][CH:7]=1. The catalyst class is: 185.